This data is from Catalyst prediction with 721,799 reactions and 888 catalyst types from USPTO. The task is: Predict which catalyst facilitates the given reaction. (1) Reactant: C(N[C:5]1[C:6](=[O:23])[O:7][C:8]2[C:13]([CH:14]=1)=[CH:12][CH:11]=[C:10]([O:15]C(=O)C)[C:9]=2[O:19]C(=O)C)(=O)C.CC(O)=[O:26]. Product: [OH:26][C:5]1[C:6](=[O:23])[O:7][C:8]2[C:13]([CH:14]=1)=[CH:12][CH:11]=[C:10]([OH:15])[C:9]=2[OH:19]. The catalyst class is: 33. (2) Reactant: [F:1][C:2]1[CH:7]=[CH:6][C:5]([NH:8][C:9]2[S:13][C:12]3=[N:14][CH:15]=[C:16](I)[N:11]3[N:10]=2)=[CH:4][CH:3]=1.[OH:18][C:19]1[CH:24]=[CH:23][C:22](B(O)O)=[CH:21][CH:20]=1.C(=O)([O-])[O-].[Cs+].[Cs+].O. Product: [F:1][C:2]1[CH:7]=[CH:6][C:5]([NH:8][C:9]2[S:13][C:12]3=[N:14][CH:15]=[C:16]([C:22]4[CH:23]=[CH:24][C:19]([OH:18])=[CH:20][CH:21]=4)[N:11]3[N:10]=2)=[CH:4][CH:3]=1. The catalyst class is: 755. (3) The catalyst class is: 4. Product: [NH2:1][C:2]1[C:3]([C:36]#[N:37])=[C:4]([NH:8][C@H:9]([C:11]2[C:12]([CH2:22][N:23]3[CH2:28][CH2:27][NH:26][CH2:25][CH2:24]3)=[N:13][C:14]3[C:19]([CH:20]=2)=[CH:18][CH:17]=[C:16]([F:21])[CH:15]=3)[CH3:10])[N:5]=[CH:6][N:7]=1. Reactant: [NH2:1][C:2]1[N:7]=[CH:6][N:5]=[C:4]([NH:8][C@H:9]([C:11]2[C:12]([CH2:22][N:23]3[CH2:28][CH2:27][N:26](C(OC(C)(C)C)=O)[CH2:25][CH2:24]3)=[N:13][C:14]3[C:19]([CH:20]=2)=[CH:18][CH:17]=[C:16]([F:21])[CH:15]=3)[CH3:10])[C:3]=1[C:36]#[N:37].FC(F)(F)C(O)=O. (4) Reactant: [O:1]=[C:2]1[N:6]([CH2:7][CH2:8][C:9]2[CH:14]=[CH:13][C:12]([C:15]3[CH:20]=[CH:19][CH:18]=[C:17]([C:21]#[N:22])[CH:16]=3)=[CH:11][CH:10]=2)[C:5](=[O:23])[CH2:4][O:3]1.[CH3:24][NH2:25]. Product: [C:21]([C:17]1[CH:16]=[C:15]([C:12]2[CH:11]=[CH:10][C:9]([CH2:8][CH2:7][NH:6][C:2](=[O:1])[O:3][CH2:4][C:5]([NH:25][CH3:24])=[O:23])=[CH:14][CH:13]=2)[CH:20]=[CH:19][CH:18]=1)#[N:22]. The catalyst class is: 111. (5) The catalyst class is: 41. Reactant: Cl.[CH2:2]([O:4][C:5](=[O:8])[CH2:6][NH2:7])[CH3:3].[C:9](=S)([S:15]CC(O)=O)[S:10][CH2:11][C:12](O)=[O:13].C(N(CC)CC)C. Product: [CH2:2]([O:4][C:5](=[O:8])[CH2:6][N:7]1[C:12](=[O:13])[CH2:11][S:10][C:9]1=[S:15])[CH3:3].